This data is from Forward reaction prediction with 1.9M reactions from USPTO patents (1976-2016). The task is: Predict the product of the given reaction. (1) Given the reactants Br[C:2]1[CH:3]=[C:4]([C:9]2[N:13]=[C:12]([C:14]3[CH:15]=[CH:16][C:17]([O:22][CH:23]([CH3:25])[CH3:24])=[C:18]([CH:21]=3)[C:19]#[N:20])[O:11][N:10]=2)[CH:5]=[CH:6][C:7]=1[F:8].CC(P(C(C)(C)C)C(C)(C)C)(C)C.C([O-])([O-])=O.[Cs+].[Cs+].Br[Zn][CH2:47][CH2:48][CH2:49][C:50]([O:52][CH2:53][CH3:54])=[O:51], predict the reaction product. The product is: [C:19]([C:18]1[CH:21]=[C:14]([C:12]2[O:11][N:10]=[C:9]([C:4]3[CH:5]=[CH:6][C:7]([F:8])=[C:2]([CH2:47][CH2:48][CH2:49][C:50]([O:52][CH2:53][CH3:54])=[O:51])[CH:3]=3)[N:13]=2)[CH:15]=[CH:16][C:17]=1[O:22][CH:23]([CH3:25])[CH3:24])#[N:20]. (2) Given the reactants [NH2:1][C:2]1[CH:7]=[CH:6][C:5]([NH:8][C:9](=[O:15])[O:10][C:11]([CH3:14])([CH3:13])[CH3:12])=[CH:4][C:3]=1[S:16]([NH2:19])(=[O:18])=[O:17].CS[C:22](SC)=[C:23]1[C:32](=[O:33])[C:31]2[C:26](=[CH:27][CH:28]=[CH:29][CH:30]=2)[N:25]([NH:34][CH2:35][CH:36]2[CH2:38][CH2:37]2)[C:24]1=[O:39], predict the reaction product. The product is: [CH:36]1([CH2:35][NH:34][N:25]2[C:26]3[C:31](=[CH:30][CH:29]=[CH:28][CH:27]=3)[C:32]([OH:33])=[C:23]([C:22]3[NH:1][C:2]4[CH:7]=[CH:6][C:5]([NH:8][C:9](=[O:15])[O:10][C:11]([CH3:13])([CH3:14])[CH3:12])=[CH:4][C:3]=4[S:16](=[O:17])(=[O:18])[N:19]=3)[C:24]2=[O:39])[CH2:37][CH2:38]1.